Dataset: Full USPTO retrosynthesis dataset with 1.9M reactions from patents (1976-2016). Task: Predict the reactants needed to synthesize the given product. (1) The reactants are: [CH3:1][C:2]([CH3:4])=[CH2:3].[C:5]([O:9][C:10]([NH:12][N:13]1[CH2:18][C:17](/[C:19](/Cl)=[N:20]/[OH:21])=[N:16][N:15]([C:23]([O:25][C:26]([CH3:29])([CH3:28])[CH3:27])=[O:24])[C:14]1=[O:30])=[O:11])([CH3:8])([CH3:7])[CH3:6].C(N(CC)CC)C. Given the product [C:5]([O:9][C:10]([NH:12][N:13]1[CH2:18][C:17]([C:19]2[CH2:1][C:2]([CH3:4])([CH3:3])[O:21][N:20]=2)=[N:16][N:15]([C:23]([O:25][C:26]([CH3:29])([CH3:28])[CH3:27])=[O:24])[C:14]1=[O:30])=[O:11])([CH3:8])([CH3:7])[CH3:6], predict the reactants needed to synthesize it. (2) The reactants are: Cl[C:2]1[N:7]=[CH:6][C:5]([N:8]2[C:12]3[N:13]=[C:14]([N:42]4[CH2:47][CH2:46][O:45][CH2:44][CH2:43]4)[N:15]=[C:16]([C:17]4[CH:18]=[N:19][C:20]([N:23]([CH2:33][C:34]5[CH:39]=[CH:38][C:37]([O:40][CH3:41])=[CH:36][CH:35]=5)[CH2:24][C:25]5[CH:30]=[CH:29][C:28]([O:31][CH3:32])=[CH:27][CH:26]=5)=[N:21][CH:22]=4)[C:11]=3[CH2:10][CH2:9]2)=[CH:4][CH:3]=1.[CH3:48][N:49]([CH3:56])[CH:50]1[CH2:55][CH2:54][NH:53][CH2:52][CH2:51]1. Given the product [CH3:32][O:31][C:28]1[CH:29]=[CH:30][C:25]([CH2:24][N:23]([CH2:33][C:34]2[CH:39]=[CH:38][C:37]([O:40][CH3:41])=[CH:36][CH:35]=2)[C:20]2[N:19]=[CH:18][C:17]([C:16]3[C:11]4[CH2:10][CH2:9][N:8]([C:5]5[CH:4]=[CH:3][C:2]([N:53]6[CH2:54][CH2:55][CH:50]([N:49]([CH3:56])[CH3:48])[CH2:51][CH2:52]6)=[N:7][CH:6]=5)[C:12]=4[N:13]=[C:14]([N:42]4[CH2:47][CH2:46][O:45][CH2:44][CH2:43]4)[N:15]=3)=[CH:22][N:21]=2)=[CH:26][CH:27]=1, predict the reactants needed to synthesize it.